Dataset: Peptide-MHC class I binding affinity with 185,985 pairs from IEDB/IMGT. Task: Regression. Given a peptide amino acid sequence and an MHC pseudo amino acid sequence, predict their binding affinity value. This is MHC class I binding data. (1) The peptide sequence is RVRQAWDTL. The MHC is HLA-A26:01 with pseudo-sequence HLA-A26:01. The binding affinity (normalized) is 0.306. (2) The peptide sequence is LIAFSSGTVI. The MHC is HLA-A02:01 with pseudo-sequence HLA-A02:01. The binding affinity (normalized) is 0.174. (3) The peptide sequence is SPVTVKNVF. The MHC is HLA-A02:03 with pseudo-sequence HLA-A02:03. The binding affinity (normalized) is 0. (4) The peptide sequence is RLYNSLKRFT. The MHC is HLA-A02:01 with pseudo-sequence HLA-A02:01. The binding affinity (normalized) is 0.374. (5) The peptide sequence is ETKKNLTRK. The MHC is HLA-A03:01 with pseudo-sequence HLA-A03:01. The binding affinity (normalized) is 0.000700. (6) The peptide sequence is DLTDYLMKI. The MHC is HLA-A02:03 with pseudo-sequence HLA-A02:03. The binding affinity (normalized) is 0.322. (7) The MHC is H-2-Kb with pseudo-sequence H-2-Kb. The binding affinity (normalized) is 0.659. The peptide sequence is RTLRVLNL. (8) The peptide sequence is FLWHNDFMM. The MHC is HLA-B15:02 with pseudo-sequence HLA-B15:02. The binding affinity (normalized) is 0.622. (9) The binding affinity (normalized) is 0.0847. The MHC is HLA-A68:02 with pseudo-sequence HLA-A68:02. The peptide sequence is SDDQLRLLK.